From a dataset of Catalyst prediction with 721,799 reactions and 888 catalyst types from USPTO. Predict which catalyst facilitates the given reaction. Reactant: Br[C:2]1[CH:3]=[CH:4][C:5]([F:8])=[N:6][CH:7]=1.[CH3:9][N:10]1[CH:14]=[C:13](B2OC(C)(C)C(C)(C)O2)[CH:12]=[N:11]1.C([O-])([O-])=O.[K+].[K+]. Product: [F:8][C:5]1[CH:4]=[CH:3][C:2]([C:13]2[CH:12]=[N:11][N:10]([CH3:9])[CH:14]=2)=[CH:7][N:6]=1. The catalyst class is: 77.